Dataset: Cav3 T-type calcium channel HTS with 100,875 compounds. Task: Binary Classification. Given a drug SMILES string, predict its activity (active/inactive) in a high-throughput screening assay against a specified biological target. (1) The compound is s1c(N2C(CCC2)c2n(c3c(n2)cc(cc3)C(=O)NCCCO)Cc2ccc(cc2)C)nc(c1)c1ccc(F)cc1. The result is 0 (inactive). (2) The molecule is S=C(NCc1ccc(OCC)cc1)N\N=C\c1ccc([N+]([O-])=O)cc1. The result is 0 (inactive). (3) The molecule is O(c1c(OCC)cc(C(=O)NC(CC)C)cc1OCC)CC. The result is 0 (inactive). (4) The drug is O(c1c(O)cc(CCN)cc1)C. The result is 0 (inactive). (5) The compound is S(c1n(c(nn1)c1oc2c(c1)cccc2)c1ccccc1)CC(O)=O. The result is 0 (inactive). (6) The compound is Clc1cc2nc(sc2cc1N)c1ccc(cc1)C(OC)=O. The result is 0 (inactive).